From a dataset of Full USPTO retrosynthesis dataset with 1.9M reactions from patents (1976-2016). Predict the reactants needed to synthesize the given product. (1) Given the product [Cl:3][C:4]1[CH:5]=[C:6]([C:14]2[O:18][N:17]=[C:16]([C:19]3[CH:20]=[CH:21][C:22]4[O:28][CH2:27][CH:26]([CH2:29][CH2:30][C:31]([OH:33])=[O:32])[N:25]([C:36]([O:38][C:39]([CH3:40])([CH3:42])[CH3:41])=[O:37])[CH2:24][C:23]=4[CH:43]=3)[N:15]=2)[CH:7]=[CH:8][C:9]=1[O:10][CH:11]([CH3:12])[CH3:13], predict the reactants needed to synthesize it. The reactants are: [OH-].[Na+].[Cl:3][C:4]1[CH:5]=[C:6]([C:14]2[O:18][N:17]=[C:16]([C:19]3[CH:20]=[CH:21][C:22]4[O:28][CH2:27][CH:26]([CH2:29][CH2:30][C:31]([O:33]CC)=[O:32])[N:25]([C:36]([O:38][C:39]([CH3:42])([CH3:41])[CH3:40])=[O:37])[CH2:24][C:23]=4[CH:43]=3)[N:15]=2)[CH:7]=[CH:8][C:9]=1[O:10][CH:11]([CH3:13])[CH3:12]. (2) The reactants are: [CH2:1]([OH:8])[C:2]1[CH:7]=[CH:6][CH:5]=[CH:4][CH:3]=1.Cl[C:10]1[CH:15]=[CH:14][C:13]([S:16]([NH2:19])(=[O:18])=[O:17])=[CH:12][N:11]=1.[OH-].[K+].C1OCCOCCOCCOCCOCCOC1. Given the product [CH2:1]([O:8][C:10]1[CH:15]=[CH:14][C:13]([S:16]([NH2:19])(=[O:18])=[O:17])=[CH:12][N:11]=1)[C:2]1[CH:7]=[CH:6][CH:5]=[CH:4][CH:3]=1, predict the reactants needed to synthesize it. (3) Given the product [CH3:37][C:35]1[CH:36]=[C:31]([C:27]2[CH:26]=[C:25]([C:23]3[CH2:22][C:21](=[O:39])[NH:20][C:9]4[CH:10]=[C:11]([C:16]([F:18])([F:19])[F:17])[C:12]([CH2:14][CH3:15])=[CH:13][C:8]=4[N:7]=3)[CH:30]=[CH:29][CH:28]=2)[CH:32]=[C:33]([CH3:38])[N:34]=1, predict the reactants needed to synthesize it. The reactants are: C(OC(=O)[NH:7][C:8]1[CH:13]=[C:12]([CH2:14][CH3:15])[C:11]([C:16]([F:19])([F:18])[F:17])=[CH:10][C:9]=1[NH:20][C:21](=[O:39])[CH2:22][C:23]([C:25]1[CH:30]=[CH:29][CH:28]=[C:27]([C:31]2[CH:36]=[C:35]([CH3:37])[N:34]=[C:33]([CH3:38])[CH:32]=2)[CH:26]=1)=O)(C)(C)C.C(O)(C(F)(F)F)=O. (4) The reactants are: [F:1][C:2]1[CH:7]=[C:6]([O:8][CH3:9])[CH:5]=[CH:4][C:3]=1[N:10]1[CH2:19][C:18]2[C:13](=[N:14][C:15]([NH:20][C:21]3[CH:26]=[CH:25][C:24]([F:27])=[CH:23][CH:22]=3)=[N:16][CH:17]=2)[N:12]([C@:28](O[SiH3])([CH3:46])[C:29](C2C=CC=CC=2)(C2C=CC=CC=2)C(C)(C)C)[C:11]1=[O:49].[F-].C([N+](CCCC)(CCCC)CCCC)CCC.[O:68]1CCCC1. Given the product [F:1][C:2]1[CH:7]=[C:6]([O:8][CH3:9])[CH:5]=[CH:4][C:3]=1[N:10]1[CH2:19][C:18]2[C:13](=[N:14][C:15]([NH:20][C:21]3[CH:22]=[CH:23][C:24]([F:27])=[CH:25][CH:26]=3)=[N:16][CH:17]=2)[N:12]([C@@H:28]([CH3:46])[CH2:29][OH:68])[C:11]1=[O:49], predict the reactants needed to synthesize it.